From a dataset of Reaction yield outcomes from USPTO patents with 853,638 reactions. Predict the reaction yield, written as a fraction of the theoretical maximum amount of product (1.0 means a 100% yield; for example, 0.34 means a 34% yield). (1) The reactants are [OH:1][C@@H:2]1[CH2:7][CH2:6][CH2:5][CH2:4][C@H:3]1[NH:8][C:9]1[S:10][C:11]2[CH:17]=[C:16]([CH2:18][N:19]3[C:23]4[CH:24]=[CH:25][C:26](/[CH:28]=[CH:29]/[C:30]([O:32]CC)=[O:31])=[CH:27][C:22]=4[N:21]=[CH:20]3)[CH:15]=[CH:14][C:12]=2[N:13]=1.[Li+].[OH-]. The catalyst is C1COCC1. The yield is 0.160. The product is [OH:1][C@@H:2]1[CH2:7][CH2:6][CH2:5][CH2:4][C@H:3]1[NH:8][C:9]1[S:10][C:11]2[CH:17]=[C:16]([CH2:18][N:19]3[C:23]4[CH:24]=[CH:25][C:26](/[CH:28]=[CH:29]/[C:30]([OH:32])=[O:31])=[CH:27][C:22]=4[N:21]=[CH:20]3)[CH:15]=[CH:14][C:12]=2[N:13]=1. (2) The reactants are [Cl:1][C:2]1[C:7]([N+:8]([O-])=O)=[CH:6][CH:5]=[CH:4][N:3]=1.[CH:11]([Mg]Br)=[CH2:12]. The catalyst is C1COCC1. The product is [Cl:1][C:2]1[N:3]=[CH:4][CH:5]=[C:6]2[C:7]=1[NH:8][CH:12]=[CH:11]2. The yield is 0.310. (3) The reactants are [H-].[Na+].[F:3][C:4]1[CH:9]=[CH:8][C:7]([CH:10]2[C:18]3[C:13](=[CH:14][C:15]([C:19]#[N:20])=[CH:16][CH:17]=3)[CH2:12][O:11]2)=[CH:6][CH:5]=1.[CH3:21][N:22]([CH3:27])[CH2:23][CH2:24][CH2:25]Cl.CS(C)=O. The product is [CH3:21][N:22]([CH3:27])[CH2:23][CH2:24][CH2:25][C:10]1([C:7]2[CH:8]=[CH:9][C:4]([F:3])=[CH:5][CH:6]=2)[C:18]2[C:13](=[CH:14][C:15]([C:19]#[N:20])=[CH:16][CH:17]=2)[CH2:12][O:11]1. The yield is 0.611. The catalyst is C1COCC1.COC(C)(C)C. (4) The reactants are [C:1]([O:5][C:6]([N:8]1[CH2:13][CH2:12][NH:11][CH2:10][CH2:9]1)=[O:7])([CH3:4])([CH3:3])[CH3:2].N1C=CC=CC=1.[Cl:20][C:21](Cl)([O:23]C(=O)OC(Cl)(Cl)Cl)Cl. The catalyst is C(Cl)Cl. The product is [C:1]([O:5][C:6]([N:8]1[CH2:13][CH2:12][N:11]([C:21]([Cl:20])=[O:23])[CH2:10][CH2:9]1)=[O:7])([CH3:4])([CH3:2])[CH3:3]. The yield is 0.890. (5) The reactants are [NH2:1][C:2]1[CH:7]=[C:6]([N+:8]([O-:10])=[O:9])[CH:5]=[CH:4][C:3]=1[SH:11].[Cl:12][C:13]1[CH:21]=[CH:20][CH:19]=[CH:18][C:14]=1[C:15](O)=O.CS(O)(=O)=O.O=P12OP3(OP(OP(O3)(O1)=O)(=O)O2)=O.[OH-].[Na+]. The catalyst is O. The product is [Cl:12][C:13]1[CH:21]=[CH:20][CH:19]=[CH:18][C:14]=1[C:15]1[S:11][C:3]2[CH:4]=[CH:5][C:6]([N+:8]([O-:10])=[O:9])=[CH:7][C:2]=2[N:1]=1. The yield is 0.980.